From a dataset of HIV replication inhibition screening data with 41,000+ compounds from the AIDS Antiviral Screen. Binary Classification. Given a drug SMILES string, predict its activity (active/inactive) in a high-throughput screening assay against a specified biological target. (1) The compound is Cc1cc2c(c3c1c1ccccc1n3C)C(=O)c1ccccc1C2=O. The result is 0 (inactive). (2) The drug is NCCCCC(NC(=O)C(N)Cc1ccc(O)cn1)C(=O)O. The result is 0 (inactive).